From a dataset of Catalyst prediction with 721,799 reactions and 888 catalyst types from USPTO. Predict which catalyst facilitates the given reaction. (1) Product: [CH3:16][N:2]([CH3:1])[CH2:3][CH2:4][CH2:5][N:6]1[CH:19]=[C:18]([C:21]2[CH:26]=[CH:25][CH:24]=[CH:23][CH:22]=2)[S:8][C:7]1=[N:9][C:10]1[CH:15]=[CH:14][CH:13]=[CH:12][CH:11]=1. The catalyst class is: 9. Reactant: [CH3:1][N:2]([CH3:16])[CH2:3][CH2:4][CH2:5][NH:6][C:7]([NH:9][C:10]1[CH:15]=[CH:14][CH:13]=[CH:12][CH:11]=1)=[S:8].Br[CH:18]([C:21]1[CH:26]=[CH:25][CH:24]=[CH:23][CH:22]=1)[CH:19]=O. (2) Reactant: FC(F)(F)C(OC(=O)C(F)(F)F)=[O:4].[Cl:14][C:15]1[C:16]([CH3:27])=[N+:17]([O-])[CH:18]=[C:19]([CH:21]2[O:25][CH2:24][CH2:23][O:22]2)[CH:20]=1.CO.C([O-])([O-])=O.[Na+].[Na+]. Product: [Cl:14][C:15]1[C:16]([CH2:27][OH:4])=[N:17][CH:18]=[C:19]([CH:21]2[O:25][CH2:24][CH2:23][O:22]2)[CH:20]=1. The catalyst class is: 2.